This data is from Human liver microsome stability data. The task is: Regression/Classification. Given a drug SMILES string, predict its absorption, distribution, metabolism, or excretion properties. Task type varies by dataset: regression for continuous measurements (e.g., permeability, clearance, half-life) or binary classification for categorical outcomes (e.g., BBB penetration, CYP inhibition). Dataset: hlm. (1) The drug is CS(=O)(=O)c1ccc(-c2nnc([C@H]3C[C@H](NC(=O)c4ccnc5cccnc45)C3)n2-c2ccccc2F)nc1. The result is 0 (unstable in human liver microsomes). (2) The result is 1 (stable in human liver microsomes). The compound is COc1cccc2c(C(=O)N3C[C@@H]4CCCN4C[C@@H]3C)cn(CC3CCCCC3)c12. (3) The compound is COc1ccc(CN2C(=O)c3cccc(N4CCN([C@H](C)c5ccccc5)CC4)c3C2=O)cc1OC. The result is 1 (stable in human liver microsomes). (4) The compound is O=C(NCCc1nc(-c2ccc(F)cc2F)cs1)c1ccccc1. The result is 0 (unstable in human liver microsomes). (5) The molecule is CN(Cc1cccn1C)C(=O)C12CC3CC(CC(C3)C1)C2. The result is 0 (unstable in human liver microsomes). (6) The compound is Cn1cc(Cn2c(=O)c3cc(S(=O)(=O)NC4(CF)CC4)ccc3n(Cc3ccn(C)n3)c2=O)cn1. The result is 0 (unstable in human liver microsomes). (7) The molecule is CC(=O)O[C@@]12CO[C@@H]1C[C@H](O)[C@@]1(C)C(=O)[C@H](O)C3=C(C)[C@@H](OC(=O)[C@H](O)[C@@H](NC(=O)OC(C)(C)C)c4ccccc4)C[C@@](O)([C@@H](OC(=O)c4ccccc4)[C@H]21)C3(C)C. The result is 0 (unstable in human liver microsomes).